This data is from Forward reaction prediction with 1.9M reactions from USPTO patents (1976-2016). The task is: Predict the product of the given reaction. (1) Given the reactants [Br:1]CC1C=CC(S(C)(=O)=O)=C(F)C=1.[F:14][C:15]([F:28])([F:27])[S:16]([C:19]1[CH:26]=[CH:25][C:22]([CH:23]=O)=[CH:21][CH:20]=1)(=[O:18])=[O:17], predict the reaction product. The product is: [Br:1][CH2:23][C:22]1[CH:25]=[CH:26][C:19]([S:16]([C:15]([F:28])([F:27])[F:14])(=[O:18])=[O:17])=[CH:20][CH:21]=1. (2) Given the reactants [CH:1]([N:14]1[CH2:19][CH2:18][N:17]([C:20]([C@H:22]2[CH2:24][C@@H:23]2[C:25](O)=[O:26])=[O:21])[CH2:16][CH2:15]1)([C:8]1[CH:13]=[CH:12][CH:11]=[CH:10][CH:9]=1)[C:2]1[CH:7]=[CH:6][CH:5]=[CH:4][CH:3]=1.[C:28]([NH2:32])([CH3:31])([CH3:30])[CH3:29].CN(C(ON1N=NC2C=CC=NC1=2)=[N+](C)C)C.F[P-](F)(F)(F)(F)F.C(N(CC)CC)C, predict the reaction product. The product is: [CH:1]([N:14]1[CH2:15][CH2:16][N:17]([C:20]([C@H:22]2[CH2:24][C@@H:23]2[C:25]([NH:32][C:28]([CH3:31])([CH3:30])[CH3:29])=[O:26])=[O:21])[CH2:18][CH2:19]1)([C:2]1[CH:7]=[CH:6][CH:5]=[CH:4][CH:3]=1)[C:8]1[CH:9]=[CH:10][CH:11]=[CH:12][CH:13]=1.